Dataset: Full USPTO retrosynthesis dataset with 1.9M reactions from patents (1976-2016). Task: Predict the reactants needed to synthesize the given product. (1) Given the product [C:15]([C:19]1[CH:24]=[C:23]([C:25]([CH3:28])([CH3:27])[CH3:26])[CH:22]=[C:21]([CH:7]([C:8]2[CH:13]=[CH:12][CH:11]=[CH:10][CH:9]=2)[N:1]2[CH2:6][CH2:5][CH2:4][CH2:3][CH2:2]2)[C:20]=1[OH:29])([CH3:18])([CH3:17])[CH3:16], predict the reactants needed to synthesize it. The reactants are: [NH:1]1[CH2:6][CH2:5][CH2:4][CH2:3][CH2:2]1.[CH:7](=O)[C:8]1[CH:13]=[CH:12][CH:11]=[CH:10][CH:9]=1.[C:15]([C:19]1[CH:24]=[C:23]([C:25]([CH3:28])([CH3:27])[CH3:26])[CH:22]=[CH:21][C:20]=1[OH:29])([CH3:18])([CH3:17])[CH3:16].CCCCCC. (2) Given the product [Br:1][C:2]1[CH:7]=[CH:6][C:5]2[N:8]([CH2:9][C:10]3[CH:20]=[CH:19][C:13]4[N:14]=[C:15]([S:17][CH3:18])[O:16][C:12]=4[CH:11]=3)[CH:22]=[N:21][C:4]=2[CH:3]=1, predict the reactants needed to synthesize it. The reactants are: [Br:1][C:2]1[CH:3]=[C:4]([NH2:21])[C:5]([NH:8][CH2:9][C:10]2[CH:20]=[CH:19][C:13]3[N:14]=[C:15]([S:17][CH3:18])[O:16][C:12]=3[CH:11]=2)=[CH:6][CH:7]=1.[CH:22](OCC)(OCC)OCC. (3) Given the product [Cl:23][C:20]1[CH:21]=[CH:22][C:17]([C@H:11]2[C@@H:10]([C:7]3[CH:6]=[CH:5][C:4]([Cl:3])=[CH:9][CH:8]=3)[N:15]([C@H:46]([CH2:52][CH2:53][CH3:54])[C:47]([O:49][CH2:50][CH3:51])=[O:48])[C:14](=[O:16])[CH2:13][O:12]2)=[CH:18][CH:19]=1.[Cl:44][C:41]1[CH:42]=[CH:43][C:38]([C@@H:32]2[C@H:31]([C:28]3[CH:27]=[CH:26][C:25]([Cl:24])=[CH:30][CH:29]=3)[N:36]([C@@H:46]([CH2:52][CH2:53][CH3:54])[C:47]([O:49][CH2:50][CH3:51])=[O:48])[C:35](=[O:37])[CH2:34][O:33]2)=[CH:39][CH:40]=1, predict the reactants needed to synthesize it. The reactants are: [H-].[Na+].[Cl:3][C:4]1[CH:9]=[CH:8][C:7]([C@H:10]2[NH:15][C:14](=[O:16])[CH2:13][O:12][C@H:11]2[C:17]2[CH:22]=[CH:21][C:20]([Cl:23])=[CH:19][CH:18]=2)=[CH:6][CH:5]=1.[Cl:24][C:25]1[CH:30]=[CH:29][C:28]([C@@H:31]2[NH:36][C:35](=[O:37])[CH2:34][O:33][C@@H:32]2[C:38]2[CH:43]=[CH:42][C:41]([Cl:44])=[CH:40][CH:39]=2)=[CH:27][CH:26]=1.Br[CH:46]([CH2:52][CH2:53][CH3:54])[C:47]([O:49][CH2:50][CH3:51])=[O:48]. (4) Given the product [Cl:28][C:29]1[CH:35]=[CH:34][C:32]([NH:33][C:22](=[O:24])[C:21]2[CH:20]=[CH:19][C:18]([CH2:17][S:14]([CH3:13])(=[O:15])=[O:16])=[CH:27][CH:26]=2)=[CH:31][C:30]=1[C:36]1[CH:41]=[CH:40][CH:39]=[CH:38][N:37]=1, predict the reactants needed to synthesize it. The reactants are: BrCC1C=CC(C(OC)=O)=CC=1.[CH3:13][S:14]([CH2:17][C:18]1[CH:27]=[CH:26][C:21]([C:22]([O:24]C)=O)=[CH:20][CH:19]=1)(=[O:16])=[O:15].[Cl:28][C:29]1[CH:35]=[CH:34][C:32]([NH2:33])=[CH:31][C:30]=1[C:36]1[CH:41]=[CH:40][CH:39]=[CH:38][N:37]=1.CS(CC1C=CC(C(O)=O)=CC=1)(=O)=O. (5) Given the product [F:41][C:2]([F:1])([F:40])[C:3]1[C:12]([O:13][C@H:14]2[CH2:15][CH2:16][C@@H:17]([C:20]([F:22])([F:23])[F:21])[CH2:18][CH2:19]2)=[CH:11][CH:10]=[C:9]2[C:4]=1[CH:5]=[CH:6][C:7]([CH2:24][CH2:25][N:27]1[CH:28]3[CH2:35][CH2:34][CH2:33][CH:32]1[CH2:31][CH:30]([C:36]([O:38][CH3:39])=[O:37])[CH2:29]3)=[CH:8]2, predict the reactants needed to synthesize it. The reactants are: [F:1][C:2]([F:41])([F:40])[C:3]1[C:12]([O:13][C@H:14]2[CH2:19][CH2:18][C@@H:17]([C:20]([F:23])([F:22])[F:21])[CH2:16][CH2:15]2)=[CH:11][CH:10]=[C:9]2[C:4]=1[CH:5]=[CH:6][C:7]([CH2:24][C:25]([N:27]1[CH:32]3[CH2:33][CH2:34][CH2:35][CH:28]1[CH2:29][CH:30]([C:36]([O:38][CH3:39])=[O:37])[CH2:31]3)=O)=[CH:8]2.B.C1COCC1. (6) Given the product [CH3:19][O:20][C:21]1[CH:28]=[CH:27][C:24]([CH2:25][N:6]2[C:7]([C:9]([O:11][CH3:12])=[O:10])=[CH:8][C:4]([N+:1]([O-:3])=[O:2])=[N:5]2)=[CH:23][CH:22]=1, predict the reactants needed to synthesize it. The reactants are: [N+:1]([C:4]1[CH:8]=[C:7]([C:9]([O:11][CH3:12])=[O:10])[NH:6][N:5]=1)([O-:3])=[O:2].C(=O)([O-])[O-].[K+].[K+].[CH3:19][O:20][C:21]1[CH:28]=[CH:27][C:24]([CH2:25]Br)=[CH:23][CH:22]=1. (7) Given the product [N:30]1[C:19]2[CH:18]=[CH:17][CH:16]=[CH:15][C:14]=2[NH:13][CH:12]=1, predict the reactants needed to synthesize it. The reactants are: ClC1C=CC(C2C([C:12]3C=C[C:19]4[C:14](=[CH:15][CH:16]=[C:17](C(O)=O)[CH:18]=4)[N:13]=3)=CC(OC)=CC=2)=CC=1.C[N:30](C(ON1N=NC2C=CC=CC1=2)=[N+](C)C)C.F[P-](F)(F)(F)(F)F.CCN(C(C)C)C(C)C.